From a dataset of Retrosynthesis with 50K atom-mapped reactions and 10 reaction types from USPTO. Predict the reactants needed to synthesize the given product. (1) Given the product BrCc1nc(-c2ccccc2)cc2ccccc12, predict the reactants needed to synthesize it. The reactants are: Cc1nc(-c2ccccc2)cc2ccccc12.O=C1CCC(=O)N1Br. (2) Given the product COC(=O)c1cccc(-c2c(C#N)c(N)nc(OC)c2C#N)c1, predict the reactants needed to synthesize it. The reactants are: COc1nc(N)c(C#N)c(-c2cccc(C(=O)O)c2)c1C#N.O=Cc1cccc(C(=O)O)c1. (3) Given the product Clc1ccc2c(C3=CCN(CCNc4ccccn4)CC3)c[nH]c2c1, predict the reactants needed to synthesize it. The reactants are: O=C(CN1CC=C(c2c[nH]c3cc(Cl)ccc23)CC1)Nc1ccccn1. (4) Given the product CCC1(CC)c2c(ccc(OC)c2OC)C(C)C2c3cc4c(cc3CCN21)OCO4, predict the reactants needed to synthesize it. The reactants are: CCC1(CC)c2c(ccc(OC)c2OC)C(C)=C2c3cc4c(cc3CCN21)OCO4. (5) Given the product CCNC(=O)Nc1cc(Oc2ccc3c(c2)CC(C(=O)Nc2cccc(C(C)(C)C)c2)CC3)ccn1, predict the reactants needed to synthesize it. The reactants are: CC(C)(C)c1cccc(NC(=O)C2CCc3ccc(Oc4ccnc(N)c4)cc3C2)c1.CCN=C=O.